Dataset: NCI-60 drug combinations with 297,098 pairs across 59 cell lines. Task: Regression. Given two drug SMILES strings and cell line genomic features, predict the synergy score measuring deviation from expected non-interaction effect. (1) Cell line: ACHN. Synergy scores: CSS=0.00600, Synergy_ZIP=4.82, Synergy_Bliss=9.15, Synergy_Loewe=-3.34, Synergy_HSA=-0.361. Drug 2: C(CCl)NC(=O)N(CCCl)N=O. Drug 1: C1CNP(=O)(OC1)N(CCCl)CCCl. (2) Drug 1: CC1=C(C(=CC=C1)Cl)NC(=O)C2=CN=C(S2)NC3=CC(=NC(=N3)C)N4CCN(CC4)CCO. Drug 2: N.N.Cl[Pt+2]Cl. Cell line: HS 578T. Synergy scores: CSS=5.04, Synergy_ZIP=-2.05, Synergy_Bliss=2.02, Synergy_Loewe=-0.654, Synergy_HSA=0.466. (3) Drug 1: C(=O)(N)NO. Drug 2: C1=NC2=C(N1)C(=S)N=CN2. Cell line: HCT-15. Synergy scores: CSS=31.4, Synergy_ZIP=-4.60, Synergy_Bliss=-2.26, Synergy_Loewe=-21.0, Synergy_HSA=-1.84.